From a dataset of Experimentally validated miRNA-target interactions with 360,000+ pairs, plus equal number of negative samples. Binary Classification. Given a miRNA mature sequence and a target amino acid sequence, predict their likelihood of interaction. (1) The miRNA is mmu-miR-495-3p with sequence AAACAAACAUGGUGCACUUCUU. The protein sequence of the target gene is MGGCVGAQHDSSGSLNENSDGTGVALGRNQPLKKEKPKWKSDYPMTDGQLRSKRDEFWDTAPAFEGRKEIWDALKAAAHAFESNDHELAQAIIDGANITLPHGALTECYDELGNRYQLPVYCLAPPINMIEEKSDIETLDIPEPPPNSGHESQLRLRLSTGKDLRLVVRSTDTVFHMKRRLHATEGVEPGSQRWFFSGRPLTDKMKLEELKIPKDYVVQVIVSQPVQTPTPVEN. Result: 1 (interaction). (2) The miRNA is hsa-miR-3126-5p with sequence UGAGGGACAGAUGCCAGAAGCA. The protein sequence of the target gene is MAPNGTASSFCLDSTACKITITVVLAVLILITVAGNVVVCLAVGLNRRLRNLTNCFIVSLAITDLLLGLLVLPFSAIYQLSCKWSFGKVFCNIYTSLDVMLCTASILNLFMISLDRYCAVMDPLRYPVLVTPVRVAISLVLIWVISITLSFLSIHLGWNSRNETSKGNHTTSKCKVQVNEVYGLVDGLVTFYLPLLIMCITYYRIFKVARDQAKRINHISSWKAATIREHKATVTLAAVMGAFIICWFPYFTAFVYRGLRGDDAINEVLEAIVLWLGYANSALNPILYAALNRDFRTGYQ.... Result: 1 (interaction). (3) The protein sequence of the target gene is MELPAVGEHVFAVESIEKKRIRKGRVEYLVKWRGWSPKYNTWEPEENILDPRLLIAFQNRERQEQLMGYRKRGPKPKPLVVQVPTFARRSNVLTGLQDSSADNRAKLELGTQGKGQGHQYELNSKKHHQYQPHSKERSGKPPPPGKSGKYYYQLNSKKHHPYQPDPKMYDLQYQGGHKEAPSPTCPDLGTKSHPPDKWAHGAAAKGYLGAVKPLGGGAGAPGKGSEKGPPNGMTPAPKEAVTGNGIGGKMKIVKNKNKNGRIVIVMSKYMENGMQAVKIKSGEAAEGEARSPSHKKRAAE.... Result: 0 (no interaction). The miRNA is dre-miR-206-3p with sequence UGGAAUGUAAGGAAGUGUGUGG. (4) The miRNA is mmu-miR-711 with sequence GGGACCCGGGGAGAGAUGUAAG. The protein sequence of the target gene is MDQQAIYAELNLPTDSGPESSSPSSLPRDVCQGSPWHQFALKLSCAGIILLVLVVTGLSVSVTSLIQKSSIEKCSVDIQQSRNKTTERPGLLNCPIYWQQLREKCLLFSHTVNPWNNSLADCSTKESSLLLIRDKDELIHTQNLIRDKAILFWIGLNFSLSEKNWKWINGSFLNSNDLEIRGDAKENSCISISQTSVYSEYCSTEIRWICQKELTPVRNKVYPDS. Result: 0 (no interaction).